From a dataset of Forward reaction prediction with 1.9M reactions from USPTO patents (1976-2016). Predict the product of the given reaction. (1) Given the reactants [S:1]1[C:5]([C:6]2[CH:11]=[CH:10][N:9]=[C:8]([NH:12][CH:13]3[CH2:18][CH2:17][N:16]([CH2:19][CH2:20][C:21]#[N:22])[CH2:15][CH2:14]3)[N:7]=2)=[CH:4][C:3]2[CH:23]=[CH:24][CH:25]=[CH:26][C:2]1=2.[H-].[H-].[H-].[H-].[Li+].[Al+3], predict the reaction product. The product is: [NH2:22][CH2:21][CH2:20][CH2:19][N:16]1[CH2:15][CH2:14][CH:13]([NH:12][C:8]2[N:7]=[C:6]([C:5]3[S:1][C:2]4[CH:26]=[CH:25][CH:24]=[CH:23][C:3]=4[CH:4]=3)[CH:11]=[CH:10][N:9]=2)[CH2:18][CH2:17]1. (2) Given the reactants C(N1C=CN=C1)(N1C=CN=C1)=O.[Cl:13][C:14]1[C:15]([CH3:31])=[N:16][O:17][C:18]=1[NH:19][S:20]([C:23]1[CH:27]=[CH:26][S:25][C:24]=1[C:28]([OH:30])=O)(=[O:22])=[O:21].N1C=CN=C1.Cl.CNOC.Cl[CH2:43][C:44]1[C:52]([CH3:53])=[CH:51][C:47]2[O:48][CH2:49][O:50][C:46]=2[CH:45]=1.[Mg], predict the reaction product. The product is: [Cl:13][C:14]1[C:15]([CH3:31])=[N:16][O:17][C:18]=1[NH:19][S:20]([C:23]1[CH:27]=[CH:26][S:25][C:24]=1[C:28](=[O:30])[CH2:53][C:52]1[C:44]([CH3:43])=[CH:45][C:46]2[O:50][CH2:49][O:48][C:47]=2[CH:51]=1)(=[O:21])=[O:22]. (3) Given the reactants [C:1]([C:5]1[CH:6]=[C:7]([NH:18][C:19]([NH:21][C:22]2[CH:27]=[CH:26][C:25]([O:28][C:29]3[CH:34]=[CH:33][N:32]=[C:31](Cl)[N:30]=3)=[C:24]([Cl:36])[C:23]=2[Cl:37])=[O:20])[C:8]([O:16][CH3:17])=[C:9]([NH:11][S:12]([CH3:15])(=[O:14])=[O:13])[CH:10]=1)([CH3:4])([CH3:3])[CH3:2].[CH3:38][O:39][C:40]1[CH:41]=[C:42]([CH:44]=[C:45]([O:47][CH2:48][CH2:49][O:50][CH2:51][CH2:52][O:53][CH2:54][CH2:55][O:56][CH3:57])[CH:46]=1)[NH2:43], predict the reaction product. The product is: [C:1]([C:5]1[CH:6]=[C:7]([NH:18][C:19]([NH:21][C:22]2[CH:27]=[CH:26][C:25]([O:28][C:29]3[CH:34]=[CH:33][N:32]=[C:31]([NH:43][C:42]4[CH:44]=[C:45]([O:47][CH2:48][CH2:49][O:50][CH2:51][CH2:52][O:53][CH2:54][CH2:55][O:56][CH3:57])[CH:46]=[C:40]([O:39][CH3:38])[CH:41]=4)[N:30]=3)=[C:24]([Cl:36])[C:23]=2[Cl:37])=[O:20])[C:8]([O:16][CH3:17])=[C:9]([NH:11][S:12]([CH3:15])(=[O:14])=[O:13])[CH:10]=1)([CH3:3])([CH3:4])[CH3:2]. (4) Given the reactants [NH2:1][C@H:2]1[CH2:7][CH2:6][C@H:5]([NH:8][C:9]([C:11]2[C:15]3[N:16]=[CH:17][N:18]=[C:19]([C:20]4[CH:25]=[C:24]([CH:26]([F:28])[F:27])[CH:23]=[CH:22][C:21]=4[O:29][CH2:30][CH:31]4[CH2:33][CH2:32]4)[C:14]=3[NH:13][C:12]=2[CH3:34])=[O:10])[C@H:4]([F:35])[CH2:3]1.[CH3:36][O:37][CH2:38][C:39](Cl)=[O:40], predict the reaction product. The product is: [CH:31]1([CH2:30][O:29][C:21]2[CH:22]=[CH:23][C:24]([CH:26]([F:28])[F:27])=[CH:25][C:20]=2[C:19]2[C:14]3[NH:13][C:12]([CH3:34])=[C:11]([C:9]([NH:8][C@H:5]4[CH2:6][CH2:7][C@H:2]([NH:1][C:39](=[O:40])[CH2:38][O:37][CH3:36])[CH2:3][C@H:4]4[F:35])=[O:10])[C:15]=3[N:16]=[CH:17][N:18]=2)[CH2:32][CH2:33]1.